This data is from Human liver microsome stability data. The task is: Regression/Classification. Given a drug SMILES string, predict its absorption, distribution, metabolism, or excretion properties. Task type varies by dataset: regression for continuous measurements (e.g., permeability, clearance, half-life) or binary classification for categorical outcomes (e.g., BBB penetration, CYP inhibition). Dataset: hlm. (1) The compound is Clc1ccc([C@@]23CCC[C@@H]2CNC3)cc1Cl. The result is 0 (unstable in human liver microsomes). (2) The compound is Nc1ncnc2c1ncn2[C@@H]1O[C@H](COS(=O)(=O)NC(=O)c2ccccc2O)[C@@H](O)[C@H]1O. The result is 0 (unstable in human liver microsomes). (3) The compound is CC[C@@H]1/C=C(\C)C[C@H](C)C[C@H](OC)[C@H]2O[C@@](O)(C(=O)C(=O)N3CCCC[C@H]3C(=O)O[C@H](/C(C)=C/[C@@H]3CC[C@@H](O)[C@@H](F)C3)[C@H](C)[C@@H](O)CC1=O)[C@H](C)C[C@@H]2OC. The result is 1 (stable in human liver microsomes). (4) The drug is CC[C@H]1OC(=O)[C@H](C)[C@@H](O[C@H]2C[C@@](C)(OC)[C@@H](O)[C@H](C)O2)[C@H](C)[C@@H](O[C@@H]2O[C@H](C)C[C@H](N(C)C)[C@H]2O)[C@](C)(O)C[C@@H](C)CN(CCNC(=O)Nc2ccccc2)[C@H](C)[C@@H](O)[C@]1(C)O. The result is 0 (unstable in human liver microsomes). (5) The compound is CC(=O)CC[C@H]1C(=O)N[C@@H](C(C)C)C(=O)N[C@@H](Cc2cccc(O)c2)C(=O)N2CCCC(N2)C(=O)O[C@H](/C(C)=C/C=C/C(=O)N(CC(C)C)CC(C)C)C/C=C/C=C/[C@H](O)[C@H](C)[C@H]1O. The result is 1 (stable in human liver microsomes). (6) The molecule is COc1ccc(C(=NC2CCCCC2)NO)cc1. The result is 0 (unstable in human liver microsomes). (7) The drug is Cc1c(-c2ccc(-c3ccc(OC(F)(F)F)cc3)nc2)nc2ccccc2c1O. The result is 0 (unstable in human liver microsomes). (8) The drug is COc1ccc2[nH]c(C(=O)N3CC(=O)N(Cc4ccccc4)[C@@H](N4CCc5ccccc54)C3)cc2c1. The result is 1 (stable in human liver microsomes). (9) The molecule is CC(C)N1CCC(NC2CCN(c3cccc(-c4cc5cc(F)ccc5[nH]4)c3)CC2)CC1. The result is 0 (unstable in human liver microsomes). (10) The drug is NS(=O)(=O)NCc1csc2ccccc12. The result is 0 (unstable in human liver microsomes).